From a dataset of Retrosynthesis with 50K atom-mapped reactions and 10 reaction types from USPTO. Predict the reactants needed to synthesize the given product. (1) Given the product [O-][n+]1cc(OCC(F)(F)F)cc2c1CCCC2, predict the reactants needed to synthesize it. The reactants are: FC(F)(F)COc1cnc2c(c1)CCCC2.O=C([O-])O. (2) Given the product O=c1c2cc(C#CCc3ccccc3)ccc2ccn1Cc1ccc(F)cc1, predict the reactants needed to synthesize it. The reactants are: C#CCc1ccccc1.O=c1c2cc(Br)ccc2ccn1Cc1ccc(F)cc1. (3) Given the product COc1nc(N2CCCN(C(=O)OC(C)(C)C)CC2)nc(OC)c1N, predict the reactants needed to synthesize it. The reactants are: COc1nc(N2CCCN(C(=O)OC(C)(C)C)CC2)nc(OC)c1[N+](=O)[O-]. (4) Given the product COCCOc1cc(C(=O)Nc2nc3c(OC)ccc(N4CCOCC4)c3s2)ccn1, predict the reactants needed to synthesize it. The reactants are: COCCO.COc1ccc(N2CCOCC2)c2sc(NC(=O)c3ccnc(Cl)c3)nc12.